Predict the reactants needed to synthesize the given product. From a dataset of Full USPTO retrosynthesis dataset with 1.9M reactions from patents (1976-2016). (1) Given the product [N:2]([C:5](=[CH:17][C:16]1[CH:19]=[CH:20][C:13]([Si:12]([CH3:11])([CH3:22])[CH3:21])=[CH:14][CH:15]=1)[C:6]([O:8][CH2:9][CH3:10])=[O:7])=[N+:3]=[N-:4], predict the reactants needed to synthesize it. The reactants are: [Na].[N:2]([CH2:5][C:6]([O:8][CH2:9][CH3:10])=[O:7])=[N+:3]=[N-:4].[CH3:11][Si:12]([CH3:22])([CH3:21])[C:13]1[CH:20]=[CH:19][C:16]([CH:17]=O)=[CH:15][CH:14]=1.[Cl-].[NH4+]. (2) Given the product [CH3:7][CH:8]1[CH2:12][CH2:11][CH2:10][N:9]1[C:1]1([C:13]#[N:14])[CH2:5][CH2:4][CH2:3][CH2:2]1, predict the reactants needed to synthesize it. The reactants are: [C:1]1(=O)[CH2:5][CH2:4][CH2:3][CH2:2]1.[CH3:7][CH:8]1[CH2:12][CH2:11][CH2:10][NH:9]1.[C-:13]#[N:14].[K+]. (3) Given the product [Cl:13][C:4]1[CH:3]=[C:2]([NH:25][CH2:24][C:17]2[CH:18]=[CH:19][C:20]([O:22][CH3:23])=[CH:21][C:16]=2[O:15][CH3:14])[C:7]([C:8]([O:10][CH2:11][CH3:12])=[O:9])=[CH:6][N:5]=1, predict the reactants needed to synthesize it. The reactants are: Cl[C:2]1[C:7]([C:8]([O:10][CH2:11][CH3:12])=[O:9])=[CH:6][N:5]=[C:4]([Cl:13])[CH:3]=1.[CH3:14][O:15][C:16]1[CH:21]=[C:20]([O:22][CH3:23])[CH:19]=[CH:18][C:17]=1[CH2:24][NH2:25]. (4) Given the product [CH3:18][S:19]([O:1][CH:2]1[CH2:5][N:4]([C:6]2[S:7][CH:8]=[C:9]([C:11]([N:13]3[CH2:14][CH2:15][CH2:16][CH2:17]3)=[O:12])[N:10]=2)[CH2:3]1)(=[O:21])=[O:20], predict the reactants needed to synthesize it. The reactants are: [OH:1][CH:2]1[CH2:5][N:4]([C:6]2[S:7][CH:8]=[C:9]([C:11]([N:13]3[CH2:17][CH2:16][CH2:15][CH2:14]3)=[O:12])[N:10]=2)[CH2:3]1.[CH3:18][S:19](Cl)(=[O:21])=[O:20].C(N(CC)CC)C. (5) Given the product [NH2:1][C:2]1[N:7]=[C:6]([C:8]([O:10][CH3:16])=[O:9])[CH:5]=[CH:4][CH:3]=1, predict the reactants needed to synthesize it. The reactants are: [NH2:1][C:2]1[N:7]=[C:6]([C:8]([OH:10])=[O:9])[CH:5]=[CH:4][CH:3]=1.S(=O)(=O)(O)O.[CH3:16]O.